From a dataset of Full USPTO retrosynthesis dataset with 1.9M reactions from patents (1976-2016). Predict the reactants needed to synthesize the given product. (1) Given the product [ClH:1].[Cl:1][C:2]1[CH:7]=[C:6]([F:8])[CH:5]=[CH:4][C:3]=1[S:9]([N:13]1[C:21]2[CH:20]=[CH:19][N:18]=[C:17]([N:22]3[CH2:23][CH2:24][NH:25][CH2:26][CH2:27]3)[C:16]=2[CH:15]=[CH:14]1)(=[O:11])=[O:10], predict the reactants needed to synthesize it. The reactants are: [Cl:1][C:2]1[CH:7]=[C:6]([F:8])[CH:5]=[CH:4][C:3]=1[S:9](Cl)(=[O:11])=[O:10].[NH:13]1[C:21]2[CH:20]=[CH:19][N:18]=[C:17]([N:22]3[CH2:27][CH2:26][N:25](C(OC(C)(C)C)=O)[CH2:24][CH2:23]3)[C:16]=2[CH:15]=[CH:14]1. (2) Given the product [NH2:1][C:2]1[CH:9]=[CH:8][CH:7]=[CH:6][C:3]=1[C:4](=[O:16])[CH:10]([CH3:12])[CH3:11], predict the reactants needed to synthesize it. The reactants are: [NH2:1][C:2]1[CH:9]=[CH:8][CH:7]=[CH:6][C:3]=1[C:4]#N.[CH:10]([Mg]Cl)([CH3:12])[CH3:11].Cl.[OH-:16].[Na+]. (3) Given the product [CH3:1][S:2]([C:5]1[CH:10]=[CH:9][C:8]([C:11]2[S:15][C:14]([NH:16][C:49](=[O:50])[CH2:48][O:47][CH3:46])=[N:13][C:12]=2[CH3:17])=[CH:7][C:6]=1[C:18]([F:21])([F:20])[F:19])(=[O:3])=[O:4], predict the reactants needed to synthesize it. The reactants are: [CH3:1][S:2]([C:5]1[CH:10]=[CH:9][C:8]([C:11]2[S:15][C:14]([NH2:16])=[N:13][C:12]=2[CH3:17])=[CH:7][C:6]=1[C:18]([F:21])([F:20])[F:19])(=[O:4])=[O:3].CN(C(ON1N=NC2C=CC=NC1=2)=[N+](C)C)C.F[P-](F)(F)(F)(F)F.[CH3:46][O:47][CH2:48][C:49](O)=[O:50].CCN(C(C)C)C(C)C. (4) Given the product [CH3:1][C:2]1[CH:7]=[CH:6][N:5]2[N:8]=[CH:9][C:10]([C:11]([OH:13])=[O:12])=[C:4]2[CH:3]=1, predict the reactants needed to synthesize it. The reactants are: [CH3:1][C:2]1[CH:7]=[CH:6][N:5]2[N:8]=[CH:9][C:10]([C:11]([O:13]CC)=[O:12])=[C:4]2[CH:3]=1.[OH-].[Na+].Cl. (5) Given the product [CH2:1]([N:8]([C:15]1[CH:16]=[C:17]([C:33]2[CH:34]=[CH:35][C:36]([O:39][C:40]([F:41])([F:42])[F:43])=[CH:37][CH:38]=2)[CH:18]=[CH:19][C:20]=1[O:21][CH2:22][C:23]1[CH:28]=[CH:27][C:26]([C:29]([CH3:32])([CH3:31])[CH3:30])=[CH:25][CH:24]=1)[C:9](=[O:14])[C:10]([OH:12])=[O:11])[C:2]1[CH:3]=[CH:4][CH:5]=[CH:6][CH:7]=1, predict the reactants needed to synthesize it. The reactants are: [CH2:1]([N:8]([C:15]1[CH:16]=[C:17]([C:33]2[CH:38]=[CH:37][C:36]([O:39][C:40]([F:43])([F:42])[F:41])=[CH:35][CH:34]=2)[CH:18]=[CH:19][C:20]=1[O:21][CH2:22][C:23]1[CH:28]=[CH:27][C:26]([C:29]([CH3:32])([CH3:31])[CH3:30])=[CH:25][CH:24]=1)[C:9](=[O:14])[C:10]([O:12]C)=[O:11])[C:2]1[CH:7]=[CH:6][CH:5]=[CH:4][CH:3]=1.CO.[OH-].[Na+].Cl. (6) Given the product [ClH:17].[ClH:1].[Cl:17][C:18]1[CH:19]=[C:20]2[N:26]([CH:27]=1)[CH2:25][C:24]1[CH:28]=[C:29]([CH3:32])[CH:30]=[CH:31][C:23]=1[N:22]=[C:21]2[N:13]1[CH2:14][CH2:15][N:10]([CH2:9][C:4]([CH3:16])([CH3:3])[C:5]([OH:7])=[O:6])[CH2:11][CH2:12]1, predict the reactants needed to synthesize it. The reactants are: [ClH:1].Cl.[CH3:3][C:4]([CH3:16])([CH2:9][N:10]1[CH2:15][CH2:14][NH:13][CH2:12][CH2:11]1)[C:5]([O:7]C)=[O:6].[Cl:17][C:18]1[CH:19]=[C:20]2[N:26]([CH:27]=1)[CH2:25][C:24]1[CH:28]=[C:29]([CH3:32])[CH:30]=[CH:31][C:23]=1[N:22]=[C:21]2Cl.C(=O)(O)[O-].[Na+].[OH-].[Li+]. (7) Given the product [C:1]([O:5][C:6]([N:8]1[C:12]2=[N:13][CH:14]=[CH:15][CH:16]=[C:11]2[C:10]([CH2:17][C:18]2[C:19]([CH3:24])=[N:20][N:21]([C:44](=[O:45])[NH:43][CH2:36][C:37]3[CH:42]=[CH:41][CH:40]=[CH:39][CH:38]=3)[C:22]=2[CH3:23])=[CH:9]1)=[O:7])([CH3:4])([CH3:3])[CH3:2], predict the reactants needed to synthesize it. The reactants are: [C:1]([O:5][C:6]([N:8]1[C:12]2=[N:13][CH:14]=[CH:15][CH:16]=[C:11]2[C:10]([CH2:17][C:18]2[C:19]([CH3:24])=[N:20][NH:21][C:22]=2[CH3:23])=[CH:9]1)=[O:7])([CH3:4])([CH3:3])[CH3:2].N12CCCN=C1CCCCC2.[CH2:36]([N:43]=[C:44]=[O:45])[C:37]1[CH:42]=[CH:41][CH:40]=[CH:39][CH:38]=1. (8) Given the product [F:21][C:16]1[CH:17]=[C:18]2[C:13](=[CH:14][CH:15]=1)[CH:12]=[C:11]([C:9](=[O:10])[CH2:1][CH3:2])[CH:20]=[CH:19]2, predict the reactants needed to synthesize it. The reactants are: [CH2:1]([Mg]Cl)[CH3:2].COCN[C:9]([C:11]1[CH:20]=[CH:19][C:18]2[C:13](=[CH:14][CH:15]=[C:16]([F:21])[CH:17]=2)[CH:12]=1)=[O:10].Cl.